This data is from Peptide-MHC class I binding affinity with 185,985 pairs from IEDB/IMGT. The task is: Regression. Given a peptide amino acid sequence and an MHC pseudo amino acid sequence, predict their binding affinity value. This is MHC class I binding data. (1) The peptide sequence is KHDFIDNPL. The MHC is HLA-B40:01 with pseudo-sequence HLA-B40:01. The binding affinity (normalized) is 0.0847. (2) The peptide sequence is LVKESMASLK. The MHC is HLA-A68:01 with pseudo-sequence HLA-A68:01. The binding affinity (normalized) is 1.00.